This data is from Forward reaction prediction with 1.9M reactions from USPTO patents (1976-2016). The task is: Predict the product of the given reaction. Given the reactants [O:1]=[C:2]1[CH2:6][CH2:5][CH2:4][CH:3]1[CH2:7][C:8]([OH:10])=[O:9].[C:11]([O-])([O-])=O.[K+].[K+].IC, predict the reaction product. The product is: [O:1]=[C:2]1[CH2:6][CH2:5][CH2:4][CH:3]1[CH2:7][C:8]([O:10][CH3:11])=[O:9].